From a dataset of Forward reaction prediction with 1.9M reactions from USPTO patents (1976-2016). Predict the product of the given reaction. (1) Given the reactants Br[C:2]1[C:3]([F:17])=[C:4]2[C:8](=[CH:9][CH:10]=1)[N:7]([CH:11]1[CH2:16][CH2:15][CH2:14][CH2:13][O:12]1)[N:6]=[CH:5]2.C([O-])([O-])=O.[Cs+].[Cs+].[C:24]([Si](C)(C)C)#[C:25][CH2:26][CH3:27].N#N, predict the reaction product. The product is: [C:24]([C:2]1[C:3]([F:17])=[C:4]2[C:8](=[CH:9][CH:10]=1)[N:7]([CH:11]1[CH2:16][CH2:15][CH2:14][CH2:13][O:12]1)[N:6]=[CH:5]2)#[C:25][CH2:26][CH3:27]. (2) Given the reactants [Cl:1][C:2]1[C:3]([C:34]2[CH:39]=[C:38]([F:40])[CH:37]=[CH:36][C:35]=2[O:41][CH3:42])=[C:4]2[CH:10]=[C:9]([C:11]3[CH2:16][CH2:15][N:14]([C:17]([O:19][C:20]([CH3:23])([CH3:22])[CH3:21])=[O:18])[CH2:13][CH:12]=3)[N:8](S(C3C=CC(C)=CC=3)(=O)=O)[C:5]2=[N:6][CH:7]=1.[OH-].[Na+], predict the reaction product. The product is: [Cl:1][C:2]1[C:3]([C:34]2[CH:39]=[C:38]([F:40])[CH:37]=[CH:36][C:35]=2[O:41][CH3:42])=[C:4]2[CH:10]=[C:9]([C:11]3[CH2:16][CH2:15][N:14]([C:17]([O:19][C:20]([CH3:23])([CH3:22])[CH3:21])=[O:18])[CH2:13][CH:12]=3)[NH:8][C:5]2=[N:6][CH:7]=1.